Task: Predict the reaction yield, written as a fraction of the theoretical maximum amount of product (1.0 means a 100% yield; for example, 0.34 means a 34% yield).. Dataset: Reaction yield outcomes from USPTO patents with 853,638 reactions (1) The reactants are [Br:1][C:2]1[CH:7]=[CH:6][C:5]([CH:8]([OH:14])[CH2:9][NH:10][CH2:11][CH2:12][OH:13])=[CH:4][C:3]=1[Cl:15].[CH3:16][C:17]([O:20][C:21](O[C:21]([O:20][C:17]([CH3:19])([CH3:18])[CH3:16])=[O:22])=[O:22])([CH3:19])[CH3:18].C(OCC)(=O)C. The catalyst is C1COCC1. The product is [Br:1][C:2]1[CH:7]=[CH:6][C:5]([CH:8]([OH:14])[CH2:9][N:10]([CH2:11][CH2:12][OH:13])[C:21](=[O:22])[O:20][C:17]([CH3:19])([CH3:18])[CH3:16])=[CH:4][C:3]=1[Cl:15]. The yield is 0.470. (2) The reactants are [C:1]([C:3]1[CH:8]=[CH:7][CH:6]=[CH:5][C:4]=1[C:9]1[CH:14]=[CH:13][C:12]([CH2:15][CH:16]([C:22](=O)[CH2:23][CH2:24][CH3:25])[C:17](OCC)=[O:18])=[CH:11][CH:10]=1)#[N:2].[CH3:27][CH:28]1[CH2:33][CH:32]([NH:34][C:35]2[NH:39][CH:38]=[N:37][N:36]=2)[CH2:31][CH2:30][O:29]1. No catalyst specified. The product is [CH3:27][CH:28]1[CH2:33][CH:32]([N:34]2[C:17](=[O:18])[C:16]([CH2:15][C:12]3[CH:13]=[CH:14][C:9]([C:4]4[C:3]([C:1]#[N:2])=[CH:8][CH:7]=[CH:6][CH:5]=4)=[CH:10][CH:11]=3)=[C:22]([CH2:23][CH2:24][CH3:25])[N:36]3[N:37]=[CH:38][N:39]=[C:35]23)[CH2:31][CH2:30][O:29]1. The yield is 0.560. (3) The reactants are [O-]P([O-])([O-])=O.[K+].[K+].[K+].[CH2:9]([NH2:16])[C:10]1[CH:15]=[CH:14][CH:13]=[CH:12][CH:11]=1.Br[C:18]1[CH:26]=[CH:25][CH:24]=[CH:23][C:19]=1[C:20]([OH:22])=[O:21].C(O)CO. The catalyst is [Cu]I.C(O)CCC. The product is [CH2:9]([NH:16][C:18]1[CH:26]=[CH:25][CH:24]=[CH:23][C:19]=1[C:20]([OH:22])=[O:21])[C:10]1[CH:15]=[CH:14][CH:13]=[CH:12][CH:11]=1. The yield is 0.530. (4) The yield is 0.380. The catalyst is CO.[Cl-].[NH4+].[Cu].[Zn]. The product is [Si:7]([O:6][CH:5]1[CH2:2][C:3](=[O:14])[CH2:4]1)([C:10]([CH3:13])([CH3:12])[CH3:11])([CH3:9])[CH3:8]. The reactants are Cl[C:2]1(Cl)[CH:5]([O:6][Si:7]([C:10]([CH3:13])([CH3:12])[CH3:11])([CH3:9])[CH3:8])[CH2:4][C:3]1=[O:14]. (5) The catalyst is C(Cl)Cl. The product is [F:1][C:2]1[CH:10]=[C:9]2[C:5]([C:6]([C:11]3[CH:12]=[N:13][C:14]([N:17]4[CH2:22][CH2:21][N:20]([S:31]([CH3:30])(=[O:33])=[O:32])[CH2:19][CH2:18]4)=[CH:15][CH:16]=3)=[CH:7][NH:8]2)=[CH:4][CH:3]=1. The yield is 0.530. The reactants are [F:1][C:2]1[CH:10]=[C:9]2[C:5]([C:6]([C:11]3[CH:12]=[N:13][C:14]([N:17]4[CH2:22][CH2:21][NH:20][CH2:19][CH2:18]4)=[CH:15][CH:16]=3)=[CH:7][NH:8]2)=[CH:4][CH:3]=1.CCN(CC)CC.[CH3:30][S:31](Cl)(=[O:33])=[O:32]. (6) The reactants are CC1(C)CCCC(C)(C)N1.[Li]CCCC.CCCCCC.[Cl:22][C:23]1[CH:24]=[N:25][CH:26]=[CH:27][C:28]=1[Cl:29].[N:30]([Si](C)(C)C)=[C:31]=[O:32].C(O)(=O)C. The catalyst is C(OCC)C.O. The product is [Cl:22][C:23]1[C:24]([C:31]([NH2:30])=[O:32])=[N:25][CH:26]=[CH:27][C:28]=1[Cl:29]. The yield is 0.340. (7) The reactants are [C:1]([N:3]=[C:4](SC)[S:5][CH3:6])#[N:2].[CH2:9]([NH2:19])[C:10]1[CH:18]=[CH:17][C:16]2[O:15][CH2:14][O:13][C:12]=2[CH:11]=1. The catalyst is CO. The product is [O:15]1[C:16]2[CH:17]=[CH:18][C:10]([CH2:9][NH:19][C:4](=[N:3][C:1]#[N:2])[S:5][CH3:6])=[CH:11][C:12]=2[O:13][CH2:14]1. The yield is 0.950. (8) The reactants are [C:1]([O:5][C:6]([N:8]1[CH2:11][CH2:10][C@H:9]1[CH2:12]OS(C)(=O)=O)=[O:7])([CH3:4])([CH3:3])[CH3:2].C([BH-](CC)CC)C.[Li+].C(OCC)(=O)C. The catalyst is C1COCC1. The product is [C:1]([O:5][C:6]([N:8]1[CH2:11][CH2:10][C@H:9]1[CH3:12])=[O:7])([CH3:4])([CH3:2])[CH3:3]. The yield is 0.300. (9) The reactants are [CH3:1][O:2][C:3]1[CH:4]=[C:5]2[C:10](=[CH:11][CH:12]=1)[CH:9]=[C:8]([C@H:13]([CH3:17])[C:14]([OH:16])=[O:15])[CH:7]=[CH:6]2.[OH:18][CH2:19][CH2:20][O:21][C:22]1[CH:31]=[CH:30][C:25]([O:26][CH2:27][CH2:28]O)=[CH:24][CH:23]=1.Cl.CN(C)CCCN=C=NCC.CCN(CC)CC. The catalyst is CN(C1C=CN=CC=1)C.CN(C=O)C. The product is [CH3:1][O:2][C:3]1[CH:4]=[C:5]2[C:10](=[CH:11][CH:12]=1)[CH:9]=[C:8]([C@H:13]([CH3:17])[C:14]([O:16][CH2:28][CH2:27][O:26][C:25]1[CH:30]=[CH:31][C:22]([O:21][CH2:20][CH2:19][OH:18])=[CH:23][CH:24]=1)=[O:15])[CH:7]=[CH:6]2. The yield is 0.310. (10) The reactants are [O:1]([C:8]1[CH:9]=[C:10]([CH:12]=[CH:13][CH:14]=1)[NH2:11])[C:2]1[CH:7]=[CH:6][CH:5]=[CH:4][CH:3]=1.[F:15][C:16]([F:21])([F:20])[CH:17]1[O:19][CH2:18]1. No catalyst specified. The product is [O:1]([C:8]1[CH:9]=[C:10]([NH:11][CH2:18][CH:17]([OH:19])[C:16]([F:21])([F:20])[F:15])[CH:12]=[CH:13][CH:14]=1)[C:2]1[CH:3]=[CH:4][CH:5]=[CH:6][CH:7]=1. The yield is 0.710.